From a dataset of Full USPTO retrosynthesis dataset with 1.9M reactions from patents (1976-2016). Predict the reactants needed to synthesize the given product. (1) Given the product [F:50][C:49]([F:52])([F:51])[C:47]([OH:53])=[O:48].[Cl:1][C:2]1[CH:7]=[CH:6][C:5]([CH2:8][NH:9][C:10]([C:12]2[N:13]=[CH:14][NH:15][CH:16]=2)=[O:11])=[C:4]([F:36])[C:3]=1[O:37][C:38]1[CH:43]=[C:42]([C:44]#[N:45])[CH:41]=[C:40]([Cl:46])[CH:39]=1, predict the reactants needed to synthesize it. The reactants are: [Cl:1][C:2]1[CH:7]=[CH:6][C:5]([CH2:8][NH:9][C:10]([C:12]2[N:13]=[CH:14][N:15](C(C3C=CC=CC=3)(C3C=CC=CC=3)C3C=CC=CC=3)[CH:16]=2)=[O:11])=[C:4]([F:36])[C:3]=1[O:37][C:38]1[CH:43]=[C:42]([C:44]#[N:45])[CH:41]=[C:40]([Cl:46])[CH:39]=1.[C:47]([OH:53])([C:49]([F:52])([F:51])[F:50])=[O:48]. (2) Given the product [CH3:1][O:2][C:3](=[O:31])[C:4]1[CH:9]=[CH:8][C:7]([O:10][CH2:11][C:12]2[C:13]([CH2:27][CH2:28][CH2:29][CH3:30])=[N:14][O:15][C:16]=2[CH2:17][OH:26])=[N:6][CH:5]=1, predict the reactants needed to synthesize it. The reactants are: [CH3:1][O:2][C:3](=[O:31])[C:4]1[CH:9]=[CH:8][C:7]([O:10][CH2:11][C:12]2[C:13]([CH2:27][CH2:28][CH2:29][CH3:30])=[N:14][O:15][C:16]=2[CH:17]([OH:26])C(O)C2C=CC=CC=2)=[N:6][CH:5]=1.C([O-])(=O)C.C([O-])(=O)C.C([O-])(=O)C.C([O-])(=O)C.[Pb+4].[BH4-].[Na+]. (3) Given the product [CH:20]([O:1][C:2]1[C:9]([O:10][CH:31]([CH3:33])[CH3:23])=[CH:8][C:5]([C:6]#[N:7])=[CH:4][C:3]=1[C:11]#[N:12])([CH3:22])[CH3:21], predict the reactants needed to synthesize it. The reactants are: [OH:1][C:2]1[C:9]([OH:10])=[CH:8][C:5]([C:6]#[N:7])=[CH:4][C:3]=1[C:11]#[N:12].C(=O)([O-])[O-].[K+].[K+].I[CH:20]([CH3:22])[CH3:21].[CH3:23]N(C=O)C.CCO[C:31]([CH3:33])=O. (4) Given the product [CH3:16][C@H:14]1[CH2:15][N:10]2[N:9]=[CH:8][C:7]([N:5]3[CH2:6][C@@H:2]([O:1][C:28]4[N:33]=[CH:32][CH:31]=[CH:30][N:29]=4)[CH2:3][C:4]3=[O:24])=[C:11]2[CH2:12][N:13]1[C:17]([O:19][C:20]([CH3:23])([CH3:22])[CH3:21])=[O:18], predict the reactants needed to synthesize it. The reactants are: [OH:1][C@@H:2]1[CH2:6][N:5]([C:7]2[CH:8]=[N:9][N:10]3[CH2:15][C@H:14]([CH3:16])[N:13]([C:17]([O:19][C:20]([CH3:23])([CH3:22])[CH3:21])=[O:18])[CH2:12][C:11]=23)[C:4](=[O:24])[CH2:3]1.CS([C:28]1[N:33]=[CH:32][CH:31]=[CH:30][N:29]=1)=O.C([O-])([O-])=O.[K+].[K+]. (5) Given the product [NH2:49][C:44]1[CH:43]=[C:42]([O:41][CH3:40])[CH:47]=[CH:46][C:45]=1[NH:48][C:6](=[O:8])[C:5]1[CH:9]=[CH:10][C:2]([Cl:1])=[N:3][CH:4]=1, predict the reactants needed to synthesize it. The reactants are: [Cl:1][C:2]1[CH:10]=[CH:9][C:5]([C:6]([OH:8])=O)=[CH:4][N:3]=1.Cl.C(N=C=NCCCN(C)C)C.OC1C2N=NNC=2C=CC=1.C(N(CC)CC)C.[CH3:40][O:41][C:42]1[CH:47]=[CH:46][C:45]([NH2:48])=[C:44]([NH2:49])[CH:43]=1. (6) Given the product [CH:3]([C:4]1[CH:5]=[C:6]([OH:7])[C:9]([O:10][CH3:17])=[CH:11][CH:12]=1)=[CH2:2], predict the reactants needed to synthesize it. The reactants are: C(O)(=O)/[CH:2]=[CH:3]/[C:4]1[CH:12]=[CH:11][C:9]([OH:10])=[C:6]([O:7]C)[CH:5]=1.[OH-].[K+].[CH3:17]C1NC=CN=1. (7) Given the product [O:26]1[CH2:27][CH2:28][N:23]([C:5]2[C:6]3[N:7]([CH:8]=[C:9]([CH2:11][O:12][C:13]4[CH:22]=[CH:21][C:20]5[C:15](=[CH:16][CH:17]=[CH:18][CH:19]=5)[N:14]=4)[N:10]=3)[C:2]([C:45]3[CH:46]=[CH:47][C:42]([N:39]4[CH2:40][CH2:41][N:36]([C:29]([O:31][C:32]([CH3:35])([CH3:34])[CH3:33])=[O:30])[CH2:37][CH2:38]4)=[N:43][CH:44]=3)=[CH:3][N:4]=2)[CH2:24][CH2:25]1, predict the reactants needed to synthesize it. The reactants are: Br[C:2]1[N:7]2[CH:8]=[C:9]([CH2:11][O:12][C:13]3[CH:22]=[CH:21][C:20]4[C:15](=[CH:16][CH:17]=[CH:18][CH:19]=4)[N:14]=3)[N:10]=[C:6]2[C:5]([N:23]2[CH2:28][CH2:27][O:26][CH2:25][CH2:24]2)=[N:4][CH:3]=1.[C:29]([N:36]1[CH2:41][CH2:40][N:39]([C:42]2[CH:47]=[CH:46][C:45](B3OC(C)(C)C(C)(C)O3)=[CH:44][N:43]=2)[CH2:38][CH2:37]1)([O:31][C:32]([CH3:35])([CH3:34])[CH3:33])=[O:30]. (8) The reactants are: [C:1](=[O:6])([O:4][CH3:5])[O:2][CH3:3].OC(C)(C)C(OC)=O. Given the product [C:1](=[O:4])=[O:2].[C:1](=[O:6])([O:4][CH3:5])[O:2][CH3:3], predict the reactants needed to synthesize it.